From a dataset of Full USPTO retrosynthesis dataset with 1.9M reactions from patents (1976-2016). Predict the reactants needed to synthesize the given product. (1) Given the product [OH:8][C:6]1[C:7]2[C:32](=[O:33])[C:23]3[N:24]=[C:25]4[CH:26]=[CH:27][CH:28]=[CH:29][C:30]4=[CH:31][C:22]=3[NH:21][C:2]=2[CH:3]=[C:4]([OH:9])[CH:5]=1, predict the reactants needed to synthesize it. The reactants are: O[C:2]1[CH:7]=[C:6]([OH:8])[CH:5]=[C:4]([OH:9])[CH:3]=1.C1(C)C=CC(S(O)(=O)=O)=CC=1.[NH2:21][C:22]1[C:23]([C:32](OCC)=[O:33])=[N:24][C:25]2[C:30]([CH:31]=1)=[CH:29][CH:28]=[CH:27][CH:26]=2. (2) Given the product [CH3:30][O:31][C:2]1[N:7]=[C:6]([C:8]2([NH:13][C:14]([NH:16][C:17]3[CH:22]=[CH:21][C:20]([C:23]4[CH:28]=[CH:27][N:26]=[C:25]([CH3:29])[CH:24]=4)=[CH:19][CH:18]=3)=[O:15])[CH2:12][CH2:11][CH2:10][CH2:9]2)[CH:5]=[CH:4][CH:3]=1, predict the reactants needed to synthesize it. The reactants are: F[C:2]1[N:7]=[C:6]([C:8]2([NH:13][C:14]([NH:16][C:17]3[CH:22]=[CH:21][C:20]([C:23]4[CH:28]=[CH:27][N:26]=[C:25]([CH3:29])[CH:24]=4)=[CH:19][CH:18]=3)=[O:15])[CH2:12][CH2:11][CH2:10][CH2:9]2)[CH:5]=[CH:4][CH:3]=1.[CH3:30][O-:31].[Na+].O. (3) Given the product [F:1][C:2]1[C:3]([CH3:12])=[CH:4][C:5]([NH:40][CH:37]2[CH2:36][CH2:35][N:34]([C@H:31]3[CH2:32][CH2:33][C@@H:28]([O:27][CH2:24][CH2:25][CH3:26])[CH2:29][CH2:30]3)[CH2:39][CH2:38]2)=[C:6]([N+:8]([O-:10])=[O:9])[CH:7]=1, predict the reactants needed to synthesize it. The reactants are: [F:1][C:2]1[CH:7]=[C:6]([N+:8]([O-:10])=[O:9])[C:5](F)=[CH:4][C:3]=1[CH3:12].C(N(C(C)C)CC)(C)C.Cl.Cl.[CH2:24]([O:27][C@H:28]1[CH2:33][CH2:32][C@H:31]([N:34]2[CH2:39][CH2:38][CH:37]([NH2:40])[CH2:36][CH2:35]2)[CH2:30][CH2:29]1)[CH2:25][CH3:26].